From a dataset of Reaction yield outcomes from USPTO patents with 853,638 reactions. Predict the reaction yield, written as a fraction of the theoretical maximum amount of product (1.0 means a 100% yield; for example, 0.34 means a 34% yield). (1) The reactants are [O:1]1[C:5]2[C:6]3[C:7](=[CH:13][CH2:14][NH:15][C:16](=[O:18])[CH3:17])[CH2:8][CH2:9][C:10]=3[CH:11]=[CH:12][C:4]=2[N:3]=[CH:2]1. The catalyst is CO.[C].[Pd]. The product is [O:1]1[C:5]2[C:6]3[CH:7]([CH2:13][CH2:14][NH:15][C:16](=[O:18])[CH3:17])[CH2:8][CH2:9][C:10]=3[CH:11]=[CH:12][C:4]=2[N:3]=[CH:2]1. The yield is 0.840. (2) The reactants are [F:1][C:2]1[CH:11]=[CH:10][C:9]([O:12][CH2:13][CH2:14][CH3:15])=[C:8]2[C:3]=1[C:4](=[O:17])[C:5](I)=[CH:6][NH:7]2.[N:18]1[CH:23]=[CH:22][CH:21]=[C:20](B(O)O)[CH:19]=1.C(=O)([O-])[O-].[Na+].[Na+].O. The catalyst is COCCOC.C1C=CC(P(C2C=CC=CC=2)[C-]2C=CC=C2)=CC=1.C1C=CC(P(C2C=CC=CC=2)[C-]2C=CC=C2)=CC=1.Cl[Pd]Cl.[Fe+2].ClCCl. The product is [F:1][C:2]1[CH:11]=[CH:10][C:9]([O:12][CH2:13][CH2:14][CH3:15])=[C:8]2[C:3]=1[C:4](=[O:17])[C:5]([C:20]1[CH:19]=[N:18][CH:23]=[CH:22][CH:21]=1)=[CH:6][NH:7]2. The yield is 0.360.